Dataset: Reaction yield outcomes from USPTO patents with 853,638 reactions. Task: Predict the reaction yield, written as a fraction of the theoretical maximum amount of product (1.0 means a 100% yield; for example, 0.34 means a 34% yield). The reactants are C(OC([N:8]1[CH2:13][CH2:12][CH2:11][C@@H:10]([C:14]([NH:16][NH:17][C:18]([C@H:20]2[CH2:26][CH2:25][C@@H:24]3[CH2:27][N:21]2[C:22](=[O:33])[N:23]3[O:28][CH2:29][C:30]([OH:32])=[O:31])=[O:19])=[O:15])[CH2:9]1)=O)(C)(C)C.FC(F)(F)C(O)=O. The catalyst is ClCCl. The product is [O:33]=[C:22]1[N:21]2[CH2:27][C@@H:24]([CH2:25][CH2:26][C@@H:20]2[C:18]([NH:17][NH:16][C:14]([C@@H:10]2[CH2:11][CH2:12][CH2:13][NH:8][CH2:9]2)=[O:15])=[O:19])[N:23]1[O:28][CH2:29][C:30]([OH:32])=[O:31]. The yield is 0.500.